Dataset: hERG potassium channel inhibition data for cardiac toxicity prediction from Karim et al.. Task: Regression/Classification. Given a drug SMILES string, predict its toxicity properties. Task type varies by dataset: regression for continuous values (e.g., LD50, hERG inhibition percentage) or binary classification for toxic/non-toxic outcomes (e.g., AMES mutagenicity, cardiotoxicity, hepatotoxicity). Dataset: herg_karim. (1) The molecule is CNC(=O)c1c(NCC2CCC3(CCC3)CC2)nc(C#N)nc1OCC1CCN(CCO)CC1. The result is 1 (blocker). (2) The compound is Cc1nc2cc(F)ccc2n1C1C[C@H]2CC[C@H](C1)N2CC[C@H](NC(=O)c1ccc[n+]([O-])c1)c1ccc(F)cc1. The result is 1 (blocker).